From a dataset of Forward reaction prediction with 1.9M reactions from USPTO patents (1976-2016). Predict the product of the given reaction. Given the reactants Br[C:2]1[CH:3]=[C:4]2[CH:10]=[CH:9][NH:8][C:5]2=[N:6][CH:7]=1.[OH-].[NH4+:12], predict the reaction product. The product is: [NH:8]1[C:5]2=[N:6][CH:7]=[C:2]([NH2:12])[CH:3]=[C:4]2[CH:10]=[CH:9]1.